Dataset: Forward reaction prediction with 1.9M reactions from USPTO patents (1976-2016). Task: Predict the product of the given reaction. (1) Given the reactants [CH3:1][C:2]1[CH:9]=[CH:8][C:7]([C:10]2[CH:15]=[CH:14][CH:13]=[CH:12][CH:11]=2)=[CH:6][C:3]=1[CH2:4]O.P(Br)(Br)[Br:17].COC(C)(C)C, predict the reaction product. The product is: [CH3:1][C:2]1[CH:9]=[CH:8][C:7]([C:10]2[CH:15]=[CH:14][CH:13]=[CH:12][CH:11]=2)=[CH:6][C:3]=1[CH2:4][Br:17]. (2) Given the reactants Cl.[Br:2][C:3]1[S:7][C:6]([CH2:8][NH2:9])=[CH:5][CH:4]=1.C(N(CC)C(C)C)(C)C.[C:19]1([CH2:25][S:26](Cl)(=[O:28])=[O:27])[CH:24]=[CH:23][CH:22]=[CH:21][CH:20]=1, predict the reaction product. The product is: [Br:2][C:3]1[S:7][C:6]([CH2:8][NH:9][S:26]([CH2:25][C:19]2[CH:24]=[CH:23][CH:22]=[CH:21][CH:20]=2)(=[O:28])=[O:27])=[CH:5][CH:4]=1. (3) Given the reactants Cl[C:2]1[CH:3]=[C:4]([O:35][CH3:36])[C:5]2[N:6]([C:8]([C:29]3[CH:34]=[CH:33][CH:32]=[CH:31][CH:30]=3)=[C:9]([C:11]3[CH:16]=[CH:15][C:14]([C:17]4([NH:21][C:22](=[O:28])[O:23][C:24]([CH3:27])([CH3:26])[CH3:25])[CH2:20][CH2:19][CH2:18]4)=[CH:13][CH:12]=3)[N:10]=2)[N:7]=1.[NH3:37].[CH3:38][OH:39], predict the reaction product. The product is: [C:38]([C:2]1[CH:3]=[C:4]([O:35][CH3:36])[C:5]2[N:6]([C:8]([C:29]3[CH:30]=[CH:31][CH:32]=[CH:33][CH:34]=3)=[C:9]([C:11]3[CH:12]=[CH:13][C:14]([C:17]4([NH:21][C:22](=[O:28])[O:23][C:24]([CH3:26])([CH3:27])[CH3:25])[CH2:18][CH2:19][CH2:20]4)=[CH:15][CH:16]=3)[N:10]=2)[N:7]=1)(=[O:39])[NH2:37]. (4) Given the reactants ClC1C=CC(C(C2C=CC(I)=CC=2)(O)CNCCO)=CC=1.[Cl:22][C:23]1[CH:28]=[CH:27][C:26]([C:29]2([C:35]3[CH:40]=[CH:39][C:38]([C:41]4[CH:42]=[N:43][NH:44][CH:45]=4)=[CH:37][CH:36]=3)[O:34]C[CH2:32][NH:31][CH2:30]2)=[CH:25][CH:24]=1.CN, predict the reaction product. The product is: [Cl:22][C:23]1[CH:28]=[CH:27][C:26]([C:29]([C:35]2[CH:40]=[CH:39][C:38]([C:41]3[CH:45]=[N:44][NH:43][CH:42]=3)=[CH:37][CH:36]=2)([OH:34])[CH2:30][NH:31][CH3:32])=[CH:25][CH:24]=1. (5) Given the reactants Br[C:2]1[CH:3]=[C:4]2[C:9]([NH:10][CH:11]3[C:15]([CH3:17])([CH3:16])[CH2:14][N:13]([S:18]([CH3:21])(=[O:20])=[O:19])[CH2:12]3)=[C:8]([C:22]([NH2:24])=[O:23])[CH:7]=[N:6][N:5]2[CH:25]=1.[CH3:26][N:27]1[CH:31]=[C:30](B2OC(C)(C)C(C)(C)O2)[CH:29]=[N:28]1, predict the reaction product. The product is: [CH3:16][C:15]1([CH3:17])[CH2:14][N:13]([S:18]([CH3:21])(=[O:20])=[O:19])[CH2:12][CH:11]1[NH:10][C:9]1[C:4]2[N:5]([CH:25]=[C:2]([C:30]3[CH:29]=[N:28][N:27]([CH3:26])[CH:31]=3)[CH:3]=2)[N:6]=[CH:7][C:8]=1[C:22]([NH2:24])=[O:23]. (6) Given the reactants [H-].[Na+].[C:3]([CH2:5][C:6]([O:8][CH3:9])=[O:7])#[N:4].F[C:11]1[CH:16]=[CH:15][C:14]([N+:17]([O-:19])=[O:18])=[C:13]([O:20][CH3:21])[CH:12]=1, predict the reaction product. The product is: [C:3]([CH:5]([C:11]1[CH:16]=[CH:15][C:14]([N+:17]([O-:19])=[O:18])=[C:13]([O:20][CH3:21])[CH:12]=1)[C:6]([O:8][CH3:9])=[O:7])#[N:4]. (7) Given the reactants [CH3:1][O:2][C:3]1[CH:8]=[CH:7][C:6]([S:9]([N:12]2[C:20]3[C:15](=[CH:16][CH:17]=[CH:18][CH:19]=3)[C:14]([C:21]#[N:22])=[CH:13]2)(=[O:11])=[O:10])=[CH:5][C:4]=1[N:23]1[CH2:28][CH2:27][NH:26][CH2:25][CH2:24]1.[C:29]([BH3-])#N.[Na+].C=O.C(=O)([O-])[O-].[Na+].[Na+], predict the reaction product. The product is: [CH3:1][O:2][C:3]1[CH:8]=[CH:7][C:6]([S:9]([N:12]2[C:20]3[C:15](=[CH:16][CH:17]=[CH:18][CH:19]=3)[C:14]([C:21]#[N:22])=[CH:13]2)(=[O:10])=[O:11])=[CH:5][C:4]=1[N:23]1[CH2:28][CH2:27][N:26]([CH3:29])[CH2:25][CH2:24]1.